Dataset: Full USPTO retrosynthesis dataset with 1.9M reactions from patents (1976-2016). Task: Predict the reactants needed to synthesize the given product. (1) Given the product [Br:1][C:2]1[CH:3]=[C:4](/[CH:5]=[N:17]/[C:18]2[CH:27]=[CH:26][C:21]3[NH:22][C:23](=[O:25])[NH:24][C:20]=3[CH:19]=2)[C:13]2[O:30][CH2:28][O:16][C:14]=2[CH:15]=1, predict the reactants needed to synthesize it. The reactants are: [Br:1][C:2]1C=C[C:5]2OCO[C:4]=2[C:3]=1C=O.[CH3:13][CH:14]([OH:16])[CH3:15].[NH2:17][C:18]1[CH:27]=[CH:26][C:21]2[NH:22][C:23](=[O:25])[NH:24][C:20]=2[CH:19]=1.[C:28](O)(=[O:30])C. (2) Given the product [CH3:30][C:3]1[C:4]2[S:8][C:7]([C:9]3[C:10]([NH2:26])=[N:11][CH:12]=[C:13]([C:15]4[CH:16]=[N:17][N:18]([CH:20]5[CH2:25][CH2:24][NH:23][CH2:22][CH2:21]5)[CH:19]=4)[CH:14]=3)=[N:6][C:5]=2[CH:27]=[CH:28][CH:2]=1, predict the reactants needed to synthesize it. The reactants are: F[C:2]1[CH:28]=[CH:27][C:5]2[N:6]=[C:7]([C:9]3[C:10]([NH2:26])=[N:11][CH:12]=[C:13]([C:15]4[CH:16]=[N:17][N:18]([CH:20]5[CH2:25][CH2:24][NH:23][CH2:22][CH2:21]5)[CH:19]=4)[CH:14]=3)[S:8][C:4]=2[CH:3]=1.Cl[C:30]1SC2C(C)=CC=CC=2N=1. (3) Given the product [NH2:3][C@@H:4]([CH2:27][C:28]1[CH:29]=[CH:30][C:31]([C:34]([F:35])([F:37])[F:36])=[CH:32][CH:33]=1)[CH2:5][NH:6][C:7]1[S:8][C:9]([C:16]2[CH:17]=[C:18]3[C:23](=[CH:24][CH:25]=2)[CH:22]=[N:21][C:20]([F:26])=[CH:19]3)=[C:10]([CH2:12][OH:13])[N:11]=1, predict the reactants needed to synthesize it. The reactants are: [BH4-].[Na+].[NH2:3][C@@H:4]([CH2:27][C:28]1[CH:33]=[CH:32][C:31]([C:34]([F:37])([F:36])[F:35])=[CH:30][CH:29]=1)[CH2:5][NH:6][C:7]1[S:8][C:9]([C:16]2[CH:17]=[C:18]3[C:23](=[CH:24][CH:25]=2)[CH:22]=[N:21][C:20]([F:26])=[CH:19]3)=[C:10]([C:12](OC)=[O:13])[N:11]=1. (4) Given the product [NH2:1][C:2]1[CH:3]=[C:4](/[CH:8]=[CH:9]\[C:10]2[CH:11]=[C:12]([NH:16][C:17](=[O:23])[O:18][C:19]([CH3:21])([CH3:20])[CH3:22])[CH:13]=[N:14][CH:15]=2)[CH:5]=[CH:6][CH:7]=1, predict the reactants needed to synthesize it. The reactants are: [NH2:1][C:2]1[CH:3]=[C:4]([C:8]#[C:9][C:10]2[CH:11]=[C:12]([NH:16][C:17](=[O:23])[O:18][C:19]([CH3:22])([CH3:21])[CH3:20])[CH:13]=[N:14][CH:15]=2)[CH:5]=[CH:6][CH:7]=1.